This data is from Forward reaction prediction with 1.9M reactions from USPTO patents (1976-2016). The task is: Predict the product of the given reaction. (1) The product is: [C:1]([O:5][C:6](=[O:23])[NH:7][C:8]1[CH:13]=[CH:12][C:11]([C:14]2[CH:19]=[CH:18][C:17]([F:20])=[CH:16][C:15]=2[F:21])=[CH:10][C:9]=1[NH:22][C:29](=[O:28])[CH2:30][C:31]([C:33]1[CH:38]=[CH:37][N:36]=[C:35]([C:39]#[N:40])[CH:34]=1)=[O:32])([CH3:4])([CH3:2])[CH3:3]. Given the reactants [C:1]([O:5][C:6](=[O:23])[NH:7][C:8]1[CH:13]=[CH:12][C:11]([C:14]2[CH:19]=[CH:18][C:17]([F:20])=[CH:16][C:15]=2[F:21])=[CH:10][C:9]=1[NH2:22])([CH3:4])([CH3:3])[CH3:2].C([O:28][C:29](=O)[CH2:30][C:31]([C:33]1[CH:38]=[CH:37][N:36]=[C:35]([C:39]#[N:40])[CH:34]=1)=[O:32])(C)(C)C, predict the reaction product. (2) Given the reactants [F:1][C:2]1[CH:26]=[CH:25][CH:24]=[C:23]([F:27])[C:3]=1[O:4][C:5]1[CH:6]=[N:7][N:8]([CH:12]([CH2:16][CH:17]2[CH2:22][CH2:21][O:20][CH2:19][CH2:18]2)[C:13]([OH:15])=O)[C:9](=[O:11])[CH:10]=1.[NH2:28][C:29]1[CH:33]=[C:32]([CH3:34])[N:31]([CH2:35][CH:36]([O:38][C:39](=[O:41])[CH3:40])[CH3:37])[N:30]=1, predict the reaction product. The product is: [F:1][C:2]1[CH:26]=[CH:25][CH:24]=[C:23]([F:27])[C:3]=1[O:4][C:5]1[CH:6]=[N:7][N:8]([CH:12]([CH2:16][CH:17]2[CH2:22][CH2:21][O:20][CH2:19][CH2:18]2)[C:13]([NH:28][C:29]2[CH:33]=[C:32]([CH3:34])[N:31]([CH2:35][CH:36]([O:38][C:39](=[O:41])[CH3:40])[CH3:37])[N:30]=2)=[O:15])[C:9](=[O:11])[CH:10]=1.